Dataset: Peptide-MHC class I binding affinity with 185,985 pairs from IEDB/IMGT. Task: Regression. Given a peptide amino acid sequence and an MHC pseudo amino acid sequence, predict their binding affinity value. This is MHC class I binding data. (1) The peptide sequence is YVDIIGLSV. The MHC is HLA-C04:01 with pseudo-sequence HLA-C04:01. The binding affinity (normalized) is 0.0847. (2) The binding affinity (normalized) is 0.0847. The peptide sequence is APILVVSGI. The MHC is HLA-B15:01 with pseudo-sequence HLA-B15:01. (3) The peptide sequence is LALEVARQK. The MHC is HLA-B07:02 with pseudo-sequence HLA-B07:02. The binding affinity (normalized) is 0. (4) The peptide sequence is MLQGKKASVY. The MHC is HLA-A68:01 with pseudo-sequence HLA-A68:01. The binding affinity (normalized) is 0.0395. (5) The peptide sequence is FTNKLINGY. The MHC is HLA-B07:02 with pseudo-sequence HLA-B07:02. The binding affinity (normalized) is 0.0847. (6) The MHC is HLA-A01:01 with pseudo-sequence HLA-A01:01. The binding affinity (normalized) is 0.0847. The peptide sequence is LLQGVPFHV.